This data is from Forward reaction prediction with 1.9M reactions from USPTO patents (1976-2016). The task is: Predict the product of the given reaction. Given the reactants [CH2:1]([O:9][C:10]1[CH:15]=[CH:14][N:13]=[C:12]([CH2:16][O:17]C(=O)C)[C:11]=1[CH3:21])[CH2:2][CH2:3][CH2:4][CH2:5][CH2:6][CH2:7][CH3:8].[OH-].[Na+], predict the reaction product. The product is: [CH2:1]([O:9][C:10]1[CH:15]=[CH:14][N:13]=[C:12]([CH2:16][OH:17])[C:11]=1[CH3:21])[CH2:2][CH2:3][CH2:4][CH2:5][CH2:6][CH2:7][CH3:8].